Dataset: Reaction yield outcomes from USPTO patents with 853,638 reactions. Task: Predict the reaction yield, written as a fraction of the theoretical maximum amount of product (1.0 means a 100% yield; for example, 0.34 means a 34% yield). (1) The reactants are [NH:1]1[CH2:6][CH2:5][S:4][CH2:3][CH2:2]1.C[Al](C)C.[F:11][C:12]1[CH:17]=[CH:16][CH:15]=[C:14]([F:18])[C:13]=1[N:19]1[C:24]2[N:25]=[C:26]([NH:37][CH2:38][C:39](OC)=[O:40])[N:27]=[C:28]([C:29]3[CH:34]=[CH:33][C:32]([F:35])=[CH:31][C:30]=3[CH3:36])[C:23]=2[CH:22]=[CH:21][C:20]1=[O:43]. No catalyst specified. The product is [F:11][C:12]1[CH:17]=[CH:16][CH:15]=[C:14]([F:18])[C:13]=1[N:19]1[C:24]2[N:25]=[C:26]([NH:37][CH2:38][C:39](=[O:40])[N:1]3[CH2:6][CH2:5][S:4][CH2:3][CH2:2]3)[N:27]=[C:28]([C:29]3[CH:34]=[CH:33][C:32]([F:35])=[CH:31][C:30]=3[CH3:36])[C:23]=2[CH:22]=[CH:21][C:20]1=[O:43]. The yield is 0.860. (2) The reactants are Cl[C:2]1[C:11]2[C:6](=[CH:7][C:8]([O:14][CH3:15])=[C:9]([O:12][CH3:13])[CH:10]=2)[N:5]=[CH:4][N:3]=1.N(C1N=CC2C(=CC=CC=2)N=1)C1C=CC=CC=1.OCC([C@H]([C@@H]([C@@H](CO)O)O)O)=O.[C:45]1([CH:51]2[CH:56]([NH:57][C:58](=[O:65])[C:59]3[CH:64]=[CH:63][CH:62]=[CH:61][CH:60]=3)[CH2:55][CH2:54][NH:53][CH2:52]2)[CH:50]=[CH:49][CH:48]=[CH:47][CH:46]=1.C(=O)([O-])[O-].[K+].[K+]. The catalyst is C1(C)C=CC=CC=1.C(O)(C)C. The product is [CH3:13][O:12][C:9]1[CH:10]=[C:11]2[C:6](=[CH:7][C:8]=1[O:14][CH3:15])[N:5]=[CH:4][N:3]=[C:2]2[N:53]1[CH2:54][CH2:55][CH:56]([NH:57][C:58](=[O:65])[C:59]2[CH:64]=[CH:63][CH:62]=[CH:61][CH:60]=2)[CH:51]([C:45]2[CH:50]=[CH:49][CH:48]=[CH:47][CH:46]=2)[CH2:52]1. The yield is 0.270. (3) The reactants are C([O:8][C:9]1[CH:14]=[CH:13][C:12]([C:15]2[CH2:16][CH2:17][O:18][CH2:19][CH:20]=2)=[CH:11][CH:10]=1)C1C=CC=CC=1.[H][H]. The catalyst is CCO.[Pd]. The product is [O:18]1[CH2:19][CH2:20][CH:15]([C:12]2[CH:11]=[CH:10][C:9]([OH:8])=[CH:14][CH:13]=2)[CH2:16][CH2:17]1. The yield is 0.900. (4) The reactants are [CH3:1][C@@:2]12[C:21](=[O:22])[CH2:20][CH2:19][C@H:3]1[C@H:4]1[C@H:9]([CH2:10][CH2:11]2)[C@:8]([CH2:13][CH2:14][C:15](O)=[O:16])([CH3:12])[C:7](=O)[CH2:6][CH2:5]1.[CH3:23][N:24]([CH3:28])[CH2:25][CH2:26][NH2:27]. The catalyst is CO. The product is [CH3:23][N:24]([CH3:28])[CH2:25][CH2:26][N:27]1[C:7]2[C@@:8]([CH3:12])([C@H:9]3[CH2:10][CH2:11][C@@:2]4([CH3:1])[C@@H:3]([CH2:19][CH2:20][C:21]4=[O:22])[C@@H:4]3[CH2:5][CH:6]=2)[CH2:13][CH2:14][C:15]1=[O:16]. The yield is 0.600. (5) The reactants are Br[C:2]1[CH:3]=[C:4]([C:8]2([C:21]3[CH:26]=[CH:25][CH:24]=[CH:23][CH:22]=3)[C:20]3[CH:19]=[CH:18][CH:17]=[CH:16][C:15]=3[C:14]3[C:9]2=[CH:10][CH:11]=[CH:12][CH:13]=3)[CH:5]=[CH:6][CH:7]=1.CC(C)([O-])C.[Na+].[NH2:33][C:34]1[CH:39]=[CH:38][CH:37]=[C:36]([CH3:40])[CH:35]=1.C(P(C(C)(C)C)C(C)(C)C)(C)(C)C. The catalyst is C1C=CC(/C=C/C(/C=C/C2C=CC=CC=2)=O)=CC=1.C1C=CC(/C=C/C(/C=C/C2C=CC=CC=2)=O)=CC=1.[Pd].CCCCCC.C1(C)C=CC=CC=1. The product is [CH3:40][C:36]1[CH:35]=[C:34]([NH:33][C:25]2[CH:24]=[CH:23][CH:22]=[C:21]([C:8]3([C:4]4[CH:5]=[CH:6][CH:7]=[CH:2][CH:3]=4)[C:9]4[CH:10]=[CH:11][CH:12]=[CH:13][C:14]=4[C:15]4[C:20]3=[CH:19][CH:18]=[CH:17][CH:16]=4)[CH:26]=2)[CH:39]=[CH:38][CH:37]=1. The yield is 0.820.